Predict the reaction yield, written as a fraction of the theoretical maximum amount of product (1.0 means a 100% yield; for example, 0.34 means a 34% yield). From a dataset of Reaction yield outcomes from USPTO patents with 853,638 reactions. (1) The reactants are [CH2:1]=[C:2]([C:4]1[N:9]=[C:8]([C:10]([O:12][CH2:13][CH3:14])=[O:11])[CH:7]=[CH:6][CH:5]=1)[CH3:3]. The catalyst is CCO.[Pd]. The product is [CH:2]([C:4]1[N:9]=[C:8]([C:10]([O:12][CH2:13][CH3:14])=[O:11])[CH:7]=[CH:6][CH:5]=1)([CH3:3])[CH3:1]. The yield is 0.930. (2) The reactants are [CH3:1][C:2]([N+:8]([O-:10])=[O:9])([CH3:7])[CH2:3][CH2:4][CH:5]=O.[NH:11]1[CH2:17][C:15](=[O:16])[NH:14][C:12]1=[O:13].C(=O)([O-])[O-].[Na+].[Na+]. The yield is 0.500. The catalyst is C(#N)C. The product is [CH3:1][C:2]([N+:8]([O-:10])=[O:9])([CH3:7])[CH2:3][CH2:4][CH:5]=[C:17]1[NH:11][C:12](=[O:13])[NH:14][C:15]1=[O:16]. (3) The reactants are [CH3:1][C@H:2]1[CH2:7][N:6]([CH2:8][C:9]2[CH:18]=[N:17][C:16]3[NH:15][C:14](=[O:19])[N:13]4[N:20]=[CH:21][N:22]=[C:12]4[C:11]=3[CH:10]=2)[CH2:5][C@@H:4]([CH3:23])[O:3]1.[F:24][C:25]([F:36])([F:35])[O:26][C:27]1[CH:34]=[CH:33][C:30]([CH2:31]Br)=[CH:29][CH:28]=1.C(=O)([O-])[O-].[K+].[K+]. The catalyst is CN(C=O)C. The product is [CH3:1][C@H:2]1[CH2:7][N:6]([CH2:8][C:9]2[CH:18]=[N:17][C:16]3[N:15]([CH2:31][C:30]4[CH:33]=[CH:34][C:27]([O:26][C:25]([F:24])([F:35])[F:36])=[CH:28][CH:29]=4)[C:14](=[O:19])[N:13]4[N:20]=[CH:21][N:22]=[C:12]4[C:11]=3[CH:10]=2)[CH2:5][C@@H:4]([CH3:23])[O:3]1. The yield is 0.610.